Dataset: Full USPTO retrosynthesis dataset with 1.9M reactions from patents (1976-2016). Task: Predict the reactants needed to synthesize the given product. (1) Given the product [F:1][C:2]([F:12])([F:13])[O:3][C:4]1[CH:11]=[CH:10][C:7]([CH2:8][NH:9][C:14](=[O:16])[CH3:15])=[CH:6][CH:5]=1, predict the reactants needed to synthesize it. The reactants are: [F:1][C:2]([F:13])([F:12])[O:3][C:4]1[CH:11]=[CH:10][C:7]([CH2:8][NH2:9])=[CH:6][CH:5]=1.[C:14](O)(=[O:16])[CH3:15].F[B-](F)(F)F.N1(OC(N(C)C)=[N+](C)C)C2C=CC=CC=2N=N1.C(N(CC)C(C)C)(C)C. (2) Given the product [C:10]([C:6]1[CH:5]=[C:4]2[C:9](=[CH:8][CH:7]=1)[N:1]([CH2:19][CH2:20][CH2:21][C:22]([O:24][CH2:25][CH3:26])=[O:23])[N:2]=[CH:3]2)#[N:11], predict the reactants needed to synthesize it. The reactants are: [NH:1]1[C:9]2[C:4](=[CH:5][C:6]([C:10]#[N:11])=[CH:7][CH:8]=2)[CH:3]=[N:2]1.C(=O)([O-])[O-].[Cs+].[Cs+].Br[CH2:19][CH2:20][CH2:21][C:22]([O:24][CH2:25][CH3:26])=[O:23]. (3) Given the product [CH2:1]([O:3][C:4]([C:6]1[C:11]([Cl:12])=[N:10][C:9]2=[N:13][N:14]([CH2:16][C:17]3[CH:22]=[CH:21][C:20]([O:23][CH3:24])=[CH:19][CH:18]=3)[CH:15]=[C:8]2[C:7]=1[NH2:26])=[O:5])[CH3:2], predict the reactants needed to synthesize it. The reactants are: [CH2:1]([O:3][C:4]([C:6]1[C:11]([Cl:12])=[N:10][C:9]2=[N:13][N:14]([CH2:16][C:17]3[CH:22]=[CH:21][C:20]([O:23][CH3:24])=[CH:19][CH:18]=3)[CH:15]=[C:8]2[C:7]=1Cl)=[O:5])[CH3:2].[NH3:26]. (4) Given the product [CH2:51]([N:48]1[CH2:47][CH2:46][N:45]([C:37]2[C:38]3[C:43](=[CH:42][CH:41]=[CH:40][CH:39]=3)[CH:44]=[C:35]([C:18]3[CH:17]=[CH:16][C:15]([S:12](=[O:13])(=[O:14])[NH:11][CH2:10][CH2:9][O:8][CH2:1][C:2]4[CH:3]=[CH:4][CH:5]=[CH:6][CH:7]=4)=[CH:20][CH:19]=3)[N:36]=2)[CH2:50][CH2:49]1)[CH3:52], predict the reactants needed to synthesize it. The reactants are: [CH2:1]([O:8][CH2:9][CH2:10][NH:11][S:12]([C:15]1[CH:20]=[CH:19][C:18]([Sn](CCCC)(CCCC)CCCC)=[CH:17][CH:16]=1)(=[O:14])=[O:13])[C:2]1[CH:7]=[CH:6][CH:5]=[CH:4][CH:3]=1.Br[C:35]1[N:36]=[C:37]([N:45]2[CH2:50][CH2:49][N:48]([CH2:51][CH3:52])[CH2:47][CH2:46]2)[C:38]2[C:43]([CH:44]=1)=[CH:42][CH:41]=[CH:40][CH:39]=2.